This data is from hERG potassium channel inhibition data for cardiac toxicity prediction from Karim et al.. The task is: Regression/Classification. Given a drug SMILES string, predict its toxicity properties. Task type varies by dataset: regression for continuous values (e.g., LD50, hERG inhibition percentage) or binary classification for toxic/non-toxic outcomes (e.g., AMES mutagenicity, cardiotoxicity, hepatotoxicity). Dataset: herg_karim. (1) The compound is COc1cccc2cc3n(c12)CCN(CCCCNC(=O)c1cc2ccccc2cn1)C3. The result is 1 (blocker). (2) The drug is CCCCC1(CCCC)NC(c2nc(-c3ccccc3)c[nH]2)Cc2c1[nH]c1ccccc21. The result is 1 (blocker). (3) The drug is CN1[C@H]2CC[C@@H]1C[C@@H](Oc1cccc(C(N)=O)c1)C2. The result is 1 (blocker). (4) The drug is Cc1cc(Cl)ccc1OC1CCN(C[C@H](O)CNC(=O)c2c[nH]nc2C(F)(F)F)CC1. The result is 1 (blocker). (5) The molecule is CC(C)[N+]CC(O)c1ccc(NS(C)(=O)=O)cc1. The result is 0 (non-blocker). (6) The compound is CC(C)(N)C(=O)N1CCn2c(nc(-c3ccc(F)cc3)c2Nc2ccc(F)c(F)c2)C1. The result is 1 (blocker). (7) The molecule is O=S(=O)(c1ccc(Cl)cc1)C1(F)CCN(CCc2ccc(F)cc2F)CC1. The result is 1 (blocker).